From a dataset of Forward reaction prediction with 1.9M reactions from USPTO patents (1976-2016). Predict the product of the given reaction. (1) Given the reactants [CH3:1][N:2]1[C:7](=[O:8])[CH:6]=[CH:5][C:4]([C:9](=[O:28])[CH2:10][CH:11]([C:19]2[CH:27]=[CH:26][C:22]([C:23]([OH:25])=O)=[CH:21][CH:20]=2)[C:12]2[CH:17]=[CH:16][CH:15]=[CH:14][C:13]=2[CH3:18])=[CH:3]1.[NH2:29][C:30]([CH3:34])([CH3:33])[CH2:31][OH:32].F[P-](F)(F)(F)(F)F.N1(O[P+](N(C)C)(N(C)C)N(C)C)C2C=CC=CC=2N=N1, predict the reaction product. The product is: [OH:32][CH2:31][C:30]([NH:29][C:23](=[O:25])[C:22]1[CH:21]=[CH:20][C:19]([CH:11]([C:12]2[CH:17]=[CH:16][CH:15]=[CH:14][C:13]=2[CH3:18])[CH2:10][C:9]([C:4]2[CH:5]=[CH:6][C:7](=[O:8])[N:2]([CH3:1])[CH:3]=2)=[O:28])=[CH:27][CH:26]=1)([CH3:34])[CH3:33]. (2) Given the reactants [Br:1][C:2]1[CH:3]=[C:4]([CH2:10][C:11]([OH:13])=[O:12])[CH:5]=[CH:6][C:7]=1[O:8][CH3:9].Cl.[CH3:15]O, predict the reaction product. The product is: [CH3:15][O:12][C:11](=[O:13])[CH2:10][C:4]1[CH:5]=[CH:6][C:7]([O:8][CH3:9])=[C:2]([Br:1])[CH:3]=1. (3) Given the reactants Br[C:2]1[CH:7]=[C:6]([O:8][CH2:9][O:10][CH3:11])[CH:5]=[C:4]([CH2:12][O:13][CH3:14])[C:3]=1[O:15][CH2:16][O:17][CH3:18].C1([Li])C=CC=CC=1.[CH3:26][O:27][C:28]([C:30]1[CH2:34][CH2:33][CH2:32][C:31]=1OS(C(F)(F)F)(=O)=O)=[O:29].[O-]S(C(F)(F)F)(=O)=O, predict the reaction product. The product is: [CH3:26][O:27][C:28]([C:30]1[CH2:34][CH2:33][CH2:32][C:31]=1[C:2]1[CH:7]=[C:6]([O:8][CH2:9][O:10][CH3:11])[CH:5]=[C:4]([CH2:12][O:13][CH3:14])[C:3]=1[O:15][CH2:16][O:17][CH3:18])=[O:29]. (4) Given the reactants [Cl:1][C:2]1[CH:7]=[CH:6][C:5]([S:8]([NH:11][C:12]2([CH2:18][OH:19])[CH2:17][CH2:16][CH2:15][CH2:14][CH2:13]2)(=[O:10])=[O:9])=[CH:4][CH:3]=1.C(=O)([O-])[O-].[Cs+].[Cs+].Br[CH2:27][C:28]1[CH:33]=[CH:32][C:31]([C:34]2[O:35][CH:36]=[CH:37][N:38]=2)=[CH:30][CH:29]=1.BrC1C=CC(CN(C2(CO)CCCCC2)S(C2C=CC(Cl)=CC=2)(=O)=O)=CC=1, predict the reaction product. The product is: [Cl:1][C:2]1[CH:7]=[CH:6][C:5]([S:8]([N:11]([C:12]2([CH2:18][OH:19])[CH2:17][CH2:16][CH2:15][CH2:14][CH2:13]2)[CH2:27][C:28]2[CH:29]=[CH:30][C:31]([C:34]3[O:35][CH:36]=[CH:37][N:38]=3)=[CH:32][CH:33]=2)(=[O:9])=[O:10])=[CH:4][CH:3]=1.